This data is from NCI-60 drug combinations with 297,098 pairs across 59 cell lines. The task is: Regression. Given two drug SMILES strings and cell line genomic features, predict the synergy score measuring deviation from expected non-interaction effect. Drug 1: C1CC(=O)NC(=O)C1N2CC3=C(C2=O)C=CC=C3N. Drug 2: C1CC(=O)NC(=O)C1N2C(=O)C3=CC=CC=C3C2=O. Cell line: LOX IMVI. Synergy scores: CSS=5.22, Synergy_ZIP=-2.30, Synergy_Bliss=1.09, Synergy_Loewe=-0.0377, Synergy_HSA=0.297.